Dataset: Protein-peptide binding for MDM2, ACE2, and 12ca5 with 34 validated binders. Task: Binary Classification. Given protein and peptide amino acid sequences, predict whether they interact or not. (1) The protein target is MDM2 with sequence MCNTNMSVPTDGAVTTSQIPASEQETLVRPKPLLLKLLKSVGAQKDTYTMKEVLFYLGQYIMTKRLYDEKQQHIVYCSNDLLGDLFGVPSFSVKEHRKIYTMIYRNLVVVNQQESSDSGTSVSENRCHLEGGSDQKDLVQELQEEKPSSSHLVSRPSTSSRRRAISETEENSDELSGERQRKRHKSDSISLSFDESLALCVIREICCERSSSSESTGTPSNPDLDAGVSEHSGDWLDQDSVSDQFSVEFEVESLDSEDYSLSEEGQELSDEDDEVYQVTVYQAGESDTDSFEEDPEISLADYWKCTSCNEMNPPLPSHCNRCWALRENWLPEDKGKDKGEISEKAKLENSTQAEEGFDVPDCKKTIVNDSRESCVEENDDKITQASQSQESEDYSQPSTSSSIIYSSQEDVKEFEREETQDKEESVESSLPLNAIEPCVICQGRPKNGCIVHGKTGHLMACFTCAKKLKKRNKPCPVCRQPIQMIVLTYFP. The peptide is AAFAAAWNLLAAK. (2) The protein target is MDM2 with sequence MCNTNMSVPTDGAVTTSQIPASEQETLVRPKPLLLKLLKSVGAQKDTYTMKEVLFYLGQYIMTKRLYDEKQQHIVYCSNDLLGDLFGVPSFSVKEHRKIYTMIYRNLVVVNQQESSDSGTSVSENRCHLEGGSDQKDLVQELQEEKPSSSHLVSRPSTSSRRRAISETEENSDELSGERQRKRHKSDSISLSFDESLALCVIREICCERSSSSESTGTPSNPDLDAGVSEHSGDWLDQDSVSDQFSVEFEVESLDSEDYSLSEEGQELSDEDDEVYQVTVYQAGESDTDSFEEDPEISLADYWKCTSCNEMNPPLPSHCNRCWALRENWLPEDKGKDKGEISEKAKLENSTQAEEGFDVPDCKKTIVNDSRESCVEENDDKITQASQSQESEDYSQPSTSSSIIYSSQEDVKEFEREETQDKEESVESSLPLNAIEPCVICQGRPKNGCIVHGKTGHLMACFTCAKKLKKRNKPCPVCRQPIQMIVLTYFP. The peptide is LTFEHYWAQLTSK.